The task is: Predict the reactants needed to synthesize the given product.. This data is from Full USPTO retrosynthesis dataset with 1.9M reactions from patents (1976-2016). (1) Given the product [Br:1][C:2]1[CH:10]=[CH:9][CH:8]=[C:7]2[C:3]=1[CH:4]=[CH:5][N:6]2[C:18]1[CH:19]=[CH:14][N:24]=[C:16]([S:20][CH3:21])[N:17]=1, predict the reactants needed to synthesize it. The reactants are: [Br:1][C:2]1[CH:10]=[CH:9][CH:8]=[C:7]2[C:3]=1[CH:4]=[CH:5][NH:6]2.[H-].[Na+].Cl[C:14]1[CH:19]=[CH:18][N:17]=[C:16]([S:20][CH3:21])C=1.C.C[N:24]1C(=O)CCC1. (2) Given the product [C:14]([O:13][C:11]([N:6]1[CH2:5][C:4]2[C:8](=[CH:9][CH:10]=[C:2]([Br:1])[CH:3]=2)[CH2:7]1)=[O:12])([CH3:17])([CH3:16])[CH3:15], predict the reactants needed to synthesize it. The reactants are: [Br:1][C:2]1[CH:3]=[C:4]2[C:8](=[CH:9][CH:10]=1)[CH2:7][NH:6][CH2:5]2.[C:11](O[C:11]([O:13][C:14]([CH3:17])([CH3:16])[CH3:15])=[O:12])([O:13][C:14]([CH3:17])([CH3:16])[CH3:15])=[O:12]. (3) Given the product [CH3:39][O:38][C:36](=[O:37])[NH:1][CH2:2][C@@H:3]1[O:7][C:6](=[O:8])[N:5]([C:9]2[CH:14]=[C:13]([F:15])[C:12]([N:16]3[CH2:21][CH2:20][CH:19]([N:22]4[N:26]=[N:25][CH:24]=[N:23]4)[CH2:18][CH2:17]3)=[C:11]([F:27])[CH:10]=2)[CH2:4]1, predict the reactants needed to synthesize it. The reactants are: [NH2:1][CH2:2][C@@H:3]1[O:7][C:6](=[O:8])[N:5]([C:9]2[CH:14]=[C:13]([F:15])[C:12]([N:16]3[CH2:21][CH2:20][CH:19]([N:22]4[N:26]=[N:25][CH:24]=[N:23]4)[CH2:18][CH2:17]3)=[C:11]([F:27])[CH:10]=2)[CH2:4]1.C(N(CC)CC)C.Cl[C:36]([O:38][CH3:39])=[O:37]. (4) Given the product [CH3:27][O:26][C:12]1[C:13]([O:24][CH3:25])=[CH:14][C:15]2[C:10](=[C:9]([C:6]3[CH:5]=[CH:4][C:3]([C:1]#[N:2])=[CH:8][CH:7]=3)[C:18]3[C:19](=[O:22])[O:20][CH2:21][C:17]=3[C:16]=2[O:23][CH3:30])[CH:11]=1, predict the reactants needed to synthesize it. The reactants are: [C:1]([C:3]1[CH:8]=[CH:7][C:6]([C:9]2[C:18]3[C:19](=[O:22])[O:20][CH2:21][C:17]=3[C:16]([OH:23])=[C:15]3[C:10]=2[CH:11]=[C:12]([O:26][CH3:27])[C:13]([O:24][CH3:25])=[CH:14]3)=[CH:5][CH:4]=1)#[N:2].IC.[C:30](=O)([O-])[O-].[K+].[K+].[Cl-].[NH4+]. (5) The reactants are: [N+:1]([C:4]1[CH:5]=[C:6]([CH:15]=[CH:16][CH:17]=1)[O:7][C:8]1[CH:9]=[CH:10][C:11]([NH2:14])=[N:12][CH:13]=1)([O-:3])=[O:2].[N:18]([C:21](OCC)=O)=C=S.[Cl-].O[NH3+].C([N:32](CC)C(C)C)(C)C. Given the product [N+:1]([C:4]1[CH:5]=[C:6]([CH:15]=[CH:16][CH:17]=1)[O:7][C:8]1[CH:9]=[CH:10][C:11]2[N:12]([N:32]=[C:21]([NH2:18])[N:14]=2)[CH:13]=1)([O-:3])=[O:2], predict the reactants needed to synthesize it.